This data is from Full USPTO retrosynthesis dataset with 1.9M reactions from patents (1976-2016). The task is: Predict the reactants needed to synthesize the given product. Given the product [CH:9]1([NH:8][C:6]2[CH:5]=[N:4][CH:3]=[C:2]([NH:33][C:23]3[CH:28]=[C:21]([CH3:16])[NH:20][N:29]=3)[N:7]=2)[CH2:14][CH2:13][CH2:12][CH2:11][CH2:10]1, predict the reactants needed to synthesize it. The reactants are: Cl[C:2]1[N:7]=[C:6]([NH:8][CH:9]2[CH2:14][CH2:13][CH2:12][CH2:11][CH2:10]2)[CH:5]=[N:4][CH:3]=1.Cl[C:16]1[CH:21]=[N:20]C=C(Cl)N=1.[CH:23]1([NH2:29])[CH2:28]CCCC1.C([N:33](CC)C(C)C)(C)C.